Dataset: Full USPTO retrosynthesis dataset with 1.9M reactions from patents (1976-2016). Task: Predict the reactants needed to synthesize the given product. (1) Given the product [Br:1][C:2]1[CH:3]=[C:4]([NH:5][C:11]2[N:16]=[C:15]([C:17]([F:20])([F:19])[F:18])[CH:14]=[CH:13][N:12]=2)[CH:6]=[C:7]([CH3:9])[CH:8]=1, predict the reactants needed to synthesize it. The reactants are: [Br:1][C:2]1[CH:3]=[C:4]([CH:6]=[C:7]([CH3:9])[CH:8]=1)[NH2:5].Cl[C:11]1[N:16]=[C:15]([C:17]([F:20])([F:19])[F:18])[CH:14]=[CH:13][N:12]=1.CS(O)(=O)=O.[OH-].[Na+]. (2) Given the product [ClH:31].[Br:14][C:15]1[CH:20]=[CH:19][C:7]([N:1]2[CH2:2][CH2:3][NH:4][CH2:5][CH2:6]2)=[C:17]([N+:22]([O-:24])=[O:23])[CH:16]=1, predict the reactants needed to synthesize it. The reactants are: [N:1]1([C:7](OC(C)(C)C)=O)[CH2:6][CH2:5][NH:4][CH2:3][CH2:2]1.[Br:14][C:15]1[CH:20]=[CH:19]C(F)=[C:17]([N+:22]([O-:24])=[O:23])[CH:16]=1.C(=O)([O-])[O-].[K+].[K+].[ClH:31]. (3) Given the product [NH2:8][CH2:9][CH2:10][NH:11][C:12]1[N:13]=[C:14]([O:40][CH3:41])[C:15]([NH:20][C:21]([C:23]2[O:24][C:25]([O:28][C:29]3[CH:34]=[C:33]([Si:35]([CH3:38])([CH3:37])[CH3:36])[CH:32]=[CH:31][C:30]=3[CH3:39])=[CH:26][CH:27]=2)=[O:22])=[C:16]([O:18][CH3:19])[N:17]=1, predict the reactants needed to synthesize it. The reactants are: C([NH:8][CH2:9][CH2:10][NH:11][C:12]1[N:17]=[C:16]([O:18][CH3:19])[C:15]([NH:20][C:21]([C:23]2[O:24][C:25]([O:28][C:29]3[CH:34]=[C:33]([Si:35]([CH3:38])([CH3:37])[CH3:36])[CH:32]=[CH:31][C:30]=3[CH3:39])=[CH:26][CH:27]=2)=[O:22])=[C:14]([O:40][CH3:41])[N:13]=1)C1C=CC=CC=1. (4) Given the product [C:16]([C:9]1[CH:8]=[C:7]2[C:3]([CH2:4][CH:5]([CH3:21])[C:6]2=[O:20])=[C:2]([C:22]2[CH:27]=[CH:26][CH:25]=[CH:24][CH:23]=2)[C:10]=1[O:11][CH2:12][CH:13]([CH3:15])[CH3:14])([CH3:19])([CH3:18])[CH3:17], predict the reactants needed to synthesize it. The reactants are: Br[C:2]1[C:10]([O:11][CH2:12][CH:13]([CH3:15])[CH3:14])=[C:9]([C:16]([CH3:19])([CH3:18])[CH3:17])[CH:8]=[C:7]2[C:3]=1[CH2:4][CH:5]([CH3:21])[C:6]2=[O:20].[C:22]1(B(O)O)[CH:27]=[CH:26][CH:25]=[CH:24][CH:23]=1.C([O-])([O-])=O.[Na+].[Na+].C1C=CC(P(C2C=CC=CC=2)C2C=CC=CC=2)=CC=1. (5) Given the product [F:27][C:22]1[CH:23]=[CH:24][CH:25]=[CH:26][C:21]=1[C@@H:19]([NH:18][C:13]1[O:14][C:15]([CH3:16])([CH3:17])[CH:10]([C:6]2[CH:5]=[C:4]([CH:9]=[CH:8][CH:7]=2)[C:3]([OH:30])=[O:2])[S:11](=[O:28])(=[O:29])[N:12]=1)[CH3:20], predict the reactants needed to synthesize it. The reactants are: C[O:2][C:3](=[O:30])[C:4]1[CH:9]=[CH:8][CH:7]=[C:6]([CH:10]2[C:15]([CH3:17])([CH3:16])[O:14][C:13]([NH:18][C@H:19]([C:21]3[CH:26]=[CH:25][CH:24]=[CH:23][C:22]=3[F:27])[CH3:20])=[N:12][S:11]2(=[O:29])=[O:28])[CH:5]=1.S(=O)(=O)(O)O.C(=O)([O-])[O-].[Na+].[Na+]. (6) Given the product [C:1]([O:5][C:6]([N:8]1[CH2:13][CH2:12][CH2:11][C@H:10]([C:14]2[N:17]=[C:23]([C:19]3[NH:18][CH:22]=[CH:21][CH:20]=3)[O:16][N:15]=2)[CH2:9]1)=[O:7])([CH3:4])([CH3:2])[CH3:3], predict the reactants needed to synthesize it. The reactants are: [C:1]([O:5][C:6]([N:8]1[CH2:13][CH2:12][CH2:11][C@H:10]([C:14](=[NH:17])[NH:15][OH:16])[CH2:9]1)=[O:7])([CH3:4])([CH3:3])[CH3:2].[NH:18]1[CH:22]=[CH:21][CH:20]=[C:19]1[C:23](O)=O.C1C=CC2N(O)N=NC=2C=1.CCN=C=NCCCN(C)C.Cl.C(N(CC)CC)C. (7) Given the product [Br:18][C:19]1[CH:24]=[CH:23][C:22]([S:25]([N:3]2[C:11]3[C:6](=[CH:7][CH:8]=[CH:9][CH:10]=3)[C:5]([O:12][CH2:13][CH2:14][N:15]([CH3:17])[CH3:16])=[CH:4]2)(=[O:27])=[O:26])=[CH:21][CH:20]=1, predict the reactants needed to synthesize it. The reactants are: [H-].[Na+].[NH:3]1[C:11]2[C:6](=[CH:7][CH:8]=[CH:9][CH:10]=2)[C:5]([O:12][CH2:13][CH2:14][N:15]([CH3:17])[CH3:16])=[CH:4]1.[Br:18][C:19]1[CH:24]=[CH:23][C:22]([S:25](Cl)(=[O:27])=[O:26])=[CH:21][CH:20]=1.O. (8) Given the product [CH3:13][C:12]([O:14][CH2:19][C:18]#[CH:17])([CH3:15])[CH2:11][O:10][CH2:3][C:4]1[CH:9]=[CH:8][CH:7]=[CH:6][CH:5]=1, predict the reactants needed to synthesize it. The reactants are: [H-].[Na+].[CH2:3]([O:10][CH2:11][C:12]([CH3:15])([OH:14])[CH3:13])[C:4]1[CH:9]=[CH:8][CH:7]=[CH:6][CH:5]=1.Br[CH2:17][C:18]#[CH:19]. (9) Given the product [I:16][CH2:2][C:12]1([OH:15])[CH2:13][CH2:14][O:7][CH2:10][CH2:11]1, predict the reactants needed to synthesize it. The reactants are: [Cl-].[CH3:2][S+](C)(C)=O.[OH-:7].[Na+].O1[CH2:14][CH2:13][C:12](=[O:15])[CH2:11][CH2:10]1.[I-:16].[Na+].Cl. (10) Given the product [Br:27][CH2:26][C:23]1[CH:24]=[CH:25][C:20]([CH:14]([CH:15]2[CH2:19][CH2:18][CH2:17][CH2:16]2)[C:13]([OH:28])=[O:12])=[CH:21][CH:22]=1, predict the reactants needed to synthesize it. The reactants are: FC(F)(F)C(O)=O.C([O:12][C:13](=[O:28])[CH:14]([C:20]1[CH:25]=[CH:24][C:23]([CH2:26][Br:27])=[CH:22][CH:21]=1)[CH:15]1[CH2:19][CH2:18][CH2:17][CH2:16]1)(C)(C)C.C(=O)(O)[O-].[Na+].